The task is: Predict which catalyst facilitates the given reaction.. This data is from Catalyst prediction with 721,799 reactions and 888 catalyst types from USPTO. (1) Reactant: [Cl:1][C:2]1[CH:7]=[CH:6][C:5]([C:8]2[CH2:13][C:12]([CH3:15])([CH3:14])[CH2:11][CH2:10][C:9]=2[CH2:16][OH:17])=[CH:4][CH:3]=1.CC(OI1(OC(C)=O)(OC(C)=O)OC(=O)C2C=CC=CC1=2)=O. Product: [Cl:1][C:2]1[CH:3]=[CH:4][C:5]([C:8]2[CH2:13][C:12]([CH3:14])([CH3:15])[CH2:11][CH2:10][C:9]=2[CH:16]=[O:17])=[CH:6][CH:7]=1. The catalyst class is: 4. (2) Reactant: [OH:1][C:2]1[CH:11]=[CH:10][C:5]([C:6]([O:8][CH3:9])=[O:7])=[CH:4][CH:3]=1.[OH:12][C:13]1[CH:20]=[CH:19][C:16](C=O)=[CH:15][CH:14]=1.[OH:21]OS([O-])=O.[K+].CCOC(C)=O. Product: [OH:1][C:2]1[CH:3]=[CH:4][C:5]([C:6]([O:8][CH3:9])=[O:7])=[CH:10][CH:11]=1.[OH:21][C:16]1[CH:19]=[CH:20][C:13]([OH:12])=[CH:14][CH:15]=1. The catalyst class is: 5. (3) Reactant: [CH3:1][C@@:2]1([CH2:8][CH2:9][C:10]2[NH:11][C:12]([C:15](=[O:26])[CH2:16][CH2:17][CH2:18][CH2:19][C:20]3[CH:25]=[CH:24][CH:23]=[CH:22][CH:21]=3)=[CH:13][CH:14]=2)[CH2:6][O:5]C(=O)[NH:3]1.CO.O1CCCC1.[OH-].[Na+]. Product: [NH2:3][C@:2]([CH3:1])([CH2:8][CH2:9][C:10]1[NH:11][C:12]([C:15](=[O:26])[CH2:16][CH2:17][CH2:18][CH2:19][C:20]2[CH:21]=[CH:22][CH:23]=[CH:24][CH:25]=2)=[CH:13][CH:14]=1)[CH2:6][OH:5]. The catalyst class is: 6. (4) Reactant: Cl[C:2]1[CH:7]=[C:6]([Cl:8])[N:5]=[CH:4][N:3]=1.Cl.[NH2:10][C:11]12[CH2:20][CH:15]3[CH2:16][CH:17]([CH2:19][CH:13]([CH2:14]3)[CH2:12]1)[CH2:18]2.CCN(C(C)C)C(C)C. Product: [C:11]12([NH:10][C:2]3[CH:7]=[C:6]([Cl:8])[N:5]=[CH:4][N:3]=3)[CH2:18][CH:17]3[CH2:16][CH:15]([CH2:14][CH:13]([CH2:19]3)[CH2:12]1)[CH2:20]2. The catalyst class is: 41. (5) Reactant: [Br-].[CH2:2]([O:9][C:10]([C:12]1[S:16][C:15]([CH2:17][P+](C2C=CC=CC=2)(C2C=CC=CC=2)C2C=CC=CC=2)=[CH:14][CH:13]=1)=[O:11])C1C=CC=CC=1.[N+:37]([C:40]1[CH:47]=[CH:46][C:43]([CH:44]=O)=[CH:42][CH:41]=1)([O-])=O.C1COCC1.C[O-].[Na+].CO. Product: [NH2:37][C:40]1[CH:47]=[CH:46][C:43]([CH2:44][CH2:17][C:15]2[S:16][C:12]([C:10]([O:9][CH3:2])=[O:11])=[CH:13][CH:14]=2)=[CH:42][CH:41]=1. The catalyst class is: 6. (6) Reactant: [CH3:1][O:2][C:3]([C:5]1[N:6]([CH3:24])[C:7](Br)=[C:8]([C:17]2[CH:22]=[CH:21][N:20]=[CH:19][CH:18]=2)[C:9]=1[C:10]1[CH:15]=[CH:14][C:13]([F:16])=[CH:12][CH:11]=1)=[O:4].[CH3:25][C:26](N=NC(C#N)(C)C)(C#N)[CH3:27].CCCC[SnH](CCCC)CCCC. Product: [CH3:1][O:2][C:3]([C:5]1[N:6]2[C:7](=[C:8]([C:17]3[CH:22]=[CH:21][N:20]=[CH:19][CH:18]=3)[C:9]=1[C:10]1[CH:15]=[CH:14][C:13]([F:16])=[CH:12][CH:11]=1)[CH:26]([CH3:27])[CH2:25][CH2:24]2)=[O:4]. The catalyst class is: 11. (7) Reactant: [Cl:1][C:2]1[CH:7]=[CH:6][C:5]([C@H:8]([C:22]([N:24]2[CH2:29][CH2:28][N:27]([C:30]3[C:31]4[C@H:38]([CH3:39])[CH2:37][C@@H:36]([F:40])[C:32]=4[N:33]=[CH:34][N:35]=3)[CH2:26][CH2:25]2)=[O:23])[CH2:9][N:10]([CH2:18][CH:19]2[CH2:21][CH2:20]2)C(=O)OC(C)(C)C)=[CH:4][CH:3]=1.[ClH:41]. Product: [ClH:1].[ClH:41].[Cl:1][C:2]1[CH:7]=[CH:6][C:5]([C@@H:8]([CH2:9][NH:10][CH2:18][CH:19]2[CH2:21][CH2:20]2)[C:22]([N:24]2[CH2:25][CH2:26][N:27]([C:30]3[C:31]4[C@H:38]([CH3:39])[CH2:37][C@@H:36]([F:40])[C:32]=4[N:33]=[CH:34][N:35]=3)[CH2:28][CH2:29]2)=[O:23])=[CH:4][CH:3]=1. The catalyst class is: 12. (8) Reactant: [CH3:1][N:2]=[C:3]=[S:4].[C:5](=O)([O-])[O-].[K+].[K+].[NH2:11][C:12]1[C:16]([C:17]#[N:18])=[C:15]([N:19]2[CH2:24][CH2:23][CH2:22][C@@H:21]([NH:25][C:26]([O:28][C:29]([CH3:32])([CH3:31])[CH3:30])=[O:27])[CH2:20]2)[N:14]([CH2:33][C:34]2[CH:39]=[CH:38][CH:37]=[CH:36][C:35]=2[Cl:40])[C:13]=1[C:41]([O:43]CC)=O. Product: [Cl:40][C:35]1[CH:36]=[CH:37][CH:38]=[CH:39][C:34]=1[CH2:33][N:14]1[C:13]2[C:41](=[O:43])[N:2]([CH3:1])[C:3]([S:4][CH3:5])=[N:11][C:12]=2[C:16]([C:17]#[N:18])=[C:15]1[N:19]1[CH2:24][CH2:23][CH2:22][C@@H:21]([NH:25][C:26](=[O:27])[O:28][C:29]([CH3:30])([CH3:31])[CH3:32])[CH2:20]1. The catalyst class is: 17. (9) The catalyst class is: 59. Reactant: [CH3:1][C:2]1([CH3:23])[O:6][C@@H:5]([CH2:7][O:8][C:9]2[CH:14]=[CH:13][C:12]([C:15]3[O:19][N:18]=[C:17]([C:20]([OH:22])=O)[CH:16]=3)=[CH:11][CH:10]=2)[CH2:4][O:3]1.C(Cl)(=O)C(Cl)=O.[Cl:30][C:31]1[CH:32]=[C:33]([CH:35]=[CH:36][C:37]=1[O:38][CH:39]([CH3:41])[CH3:40])[NH2:34].CCN(C(C)C)C(C)C. Product: [Cl:30][C:31]1[CH:32]=[C:33]([NH:34][C:20]([C:17]2[CH:16]=[C:15]([C:12]3[CH:11]=[CH:10][C:9]([O:8][CH2:7][C@H:5]4[CH2:4][O:3][C:2]([CH3:1])([CH3:23])[O:6]4)=[CH:14][CH:13]=3)[O:19][N:18]=2)=[O:22])[CH:35]=[CH:36][C:37]=1[O:38][CH:39]([CH3:40])[CH3:41].